Dataset: Forward reaction prediction with 1.9M reactions from USPTO patents (1976-2016). Task: Predict the product of the given reaction. (1) Given the reactants [F:1][C:2]1[CH:9]=[C:8]([Br:10])[CH:7]=[CH:6][C:3]=1[CH2:4]Br.[NH:11]1[CH2:15][CH2:14][CH2:13][C:12]1=[O:16].[H-].[Na+], predict the reaction product. The product is: [Br:10][C:8]1[CH:7]=[CH:6][C:3]([CH2:4][N:11]2[CH2:15][CH2:14][CH2:13][C:12]2=[O:16])=[C:2]([F:1])[CH:9]=1. (2) The product is: [CH2:13]([O:12][C:9]1[C:10](=[O:11])[C:5]([CH2:4][C:3]([OH:37])=[O:2])=[CH:6][N:7]([CH2:31][CH:32]([O:33][CH3:34])[O:35][CH3:36])[C:8]=1[C:20](=[O:30])[NH:21][CH2:22][C:23]1[CH:28]=[CH:27][CH:26]=[C:25]([Cl:29])[CH:24]=1)[C:14]1[CH:19]=[CH:18][CH:17]=[CH:16][CH:15]=1. Given the reactants C[O:2][C:3](=[O:37])[CH2:4][C:5]1[C:10](=[O:11])[C:9]([O:12][CH2:13][C:14]2[CH:19]=[CH:18][CH:17]=[CH:16][CH:15]=2)=[C:8]([C:20](=[O:30])[NH:21][CH2:22][C:23]2[CH:28]=[CH:27][CH:26]=[C:25]([Cl:29])[CH:24]=2)[N:7]([CH2:31][CH:32]([O:35][CH3:36])[O:33][CH3:34])[CH:6]=1.CO.[OH-].[Na+].Cl, predict the reaction product. (3) Given the reactants [C:1]([O:5][C:6]([N:8]1[CH2:13][CH2:12][C:11]([C:16]2[CH:21]=[CH:20][CH:19]=[C:18](Cl)[CH:17]=2)([C:14]#[N:15])[CH2:10][CH2:9]1)=[O:7])([CH3:4])([CH3:3])[CH3:2].[CH3:23][N:24]1[CH:28]=[C:27](B2OC(C)(C)C(C)(C)O2)[CH:26]=[N:25]1.P([O-])([O-])([O-])=O.[K+].[K+].[K+].C(O)C, predict the reaction product. The product is: [C:1]([O:5][C:6]([N:8]1[CH2:13][CH2:12][C:11]([C:14]#[N:15])([C:16]2[CH:21]=[CH:20][CH:19]=[C:18]([C:27]3[CH:26]=[N:25][N:24]([CH3:23])[CH:28]=3)[CH:17]=2)[CH2:10][CH2:9]1)=[O:7])([CH3:4])([CH3:3])[CH3:2]. (4) Given the reactants [CH3:1][O:2][C:3]1[CH:4]=[C:5]([C:11]2[CH2:15][CH2:14][NH:13][N:12]=2)[CH:6]=[CH:7][C:8]=1[O:9][CH3:10].CCN(C(C)C)C(C)C.[C:25]1([CH2:31][C:32](Cl)=[O:33])[CH:30]=[CH:29][CH:28]=[CH:27][CH:26]=1, predict the reaction product. The product is: [CH3:1][O:2][C:3]1[CH:4]=[C:5]([C:11]2[CH2:15][CH2:14][N:13]([C:32](=[O:33])[CH2:31][C:25]3[CH:30]=[CH:29][CH:28]=[CH:27][CH:26]=3)[N:12]=2)[CH:6]=[CH:7][C:8]=1[O:9][CH3:10]. (5) Given the reactants [CH3:1][O:2][C:3]1[C:8]2[N:9]=[C:10]([O:12][C@H:13]3[CH2:18][CH2:17][C@H:16]([NH2:19])[CH2:15][CH2:14]3)[S:11][C:7]=2[CH:6]=[CH:5][CH:4]=1.[O:20]=[C:21]1[NH:26][C:25]2[CH:27]=[C:28]([CH:31]=O)[CH:29]=[CH:30][C:24]=2[O:23][CH2:22]1.[BH4-].[Na+], predict the reaction product. The product is: [CH3:1][O:2][C:3]1[C:8]2[N:9]=[C:10]([O:12][C@H:13]3[CH2:18][CH2:17][C@H:16]([NH:19][CH2:31][C:28]4[CH:29]=[CH:30][C:24]5[O:23][CH2:22][C:21](=[O:20])[NH:26][C:25]=5[CH:27]=4)[CH2:15][CH2:14]3)[S:11][C:7]=2[CH:6]=[CH:5][CH:4]=1.